Dataset: Full USPTO retrosynthesis dataset with 1.9M reactions from patents (1976-2016). Task: Predict the reactants needed to synthesize the given product. (1) Given the product [Cl:1][C:2]1[CH:3]=[CH:4][C:5]([CH2:8][C:9]([N:32]([C:30]2[CH:29]=[N:28][CH:27]=[C:26]([C:24]([C:17]3[C:18]4[CH:23]=[N:22][CH:21]=[N:20][C:19]=4[N:15]([CH:12]([CH3:14])[CH3:13])[CH:16]=3)=[O:25])[CH:31]=2)[CH3:33])=[O:11])=[CH:6][CH:7]=1, predict the reactants needed to synthesize it. The reactants are: [Cl:1][C:2]1[CH:7]=[CH:6][C:5]([CH2:8][C:9]([OH:11])=O)=[CH:4][CH:3]=1.[CH:12]([N:15]1[C:19]2[N:20]=[CH:21][N:22]=[CH:23][C:18]=2[C:17]([C:24]([C:26]2[CH:27]=[N:28][CH:29]=[C:30]([NH:32][CH3:33])[CH:31]=2)=[O:25])=[CH:16]1)([CH3:14])[CH3:13].F[P-](F)(F)(F)(F)F.CN(C(=[N+](C)C)ON1C2=NC=CC=C2N=N1)C. (2) The reactants are: [Br:1][C:2]1[CH:3]=[C:4]([CH:7]=[CH:8][CH:9]=1)[C:5]#[N:6].[ClH:10].[CH3:11][OH:12]. Given the product [ClH:10].[Br:1][C:2]1[CH:3]=[C:4]([C:5](=[NH:6])[O:12][CH3:11])[CH:7]=[CH:8][CH:9]=1, predict the reactants needed to synthesize it. (3) Given the product [C:17]([OH:21])(=[O:20])[CH:18]=[CH2:19].[NH2:10][C:17]([O:21][CH2:22][CH3:23])=[O:20], predict the reactants needed to synthesize it. The reactants are: CC1(C)CC(C[N:10]=C=O)(C)CC(N=C=O)C1.[C:17]([O:21][CH2:22][CH2:23]CCO)(=[O:20])[CH:18]=[CH2:19]. (4) The reactants are: C([O:3][C:4]([CH:6]1[CH2:11][CH2:10][N:9]([CH2:12][C:13](=[O:40])[N:14]2[C:22]3[C:17](=[CH:18][C:19]([O:23][CH2:24][C:25]4[S:26][C:27]([C:36]([F:39])([F:38])[F:37])=[C:28]([C:30]5[CH:35]=[CH:34][CH:33]=[CH:32][CH:31]=5)[CH:29]=4)=[CH:20][CH:21]=3)[CH2:16][CH2:15]2)[CH2:8][CH2:7]1)=[O:5])C.O.Cl.CO.C(Cl)(Cl)Cl. Given the product [O:40]=[C:13]([N:14]1[C:22]2[C:17](=[CH:18][C:19]([O:23][CH2:24][C:25]3[S:26][C:27]([C:36]([F:39])([F:38])[F:37])=[C:28]([C:30]4[CH:31]=[CH:32][CH:33]=[CH:34][CH:35]=4)[CH:29]=3)=[CH:20][CH:21]=2)[CH2:16][CH2:15]1)[CH2:12][N:9]1[CH2:8][CH2:7][CH:6]([C:4]([OH:5])=[O:3])[CH2:11][CH2:10]1, predict the reactants needed to synthesize it.